From a dataset of Forward reaction prediction with 1.9M reactions from USPTO patents (1976-2016). Predict the product of the given reaction. (1) Given the reactants [O:1]=[C:2]1[NH:8][C:7]2[CH:9]=[CH:10][C:11]([C:13]([O:15]CC)=O)=[CH:12][C:6]=2[CH2:5][NH:4][CH2:3]1.C(=O)(O[N:28]1[C:32](=[O:33])[CH2:31][CH2:30][C:29]1=O)O[N:28]1[C:29](=O)[CH2:30][CH2:31][C:32]1=[O:33].[CH3:36][CH2:37]N(CC)CC.[NH:43]1CCCCC1.[Cl-].[Na+].[OH2:51], predict the reaction product. The product is: [OH:51][NH:43][C:13]([C:11]1[CH:10]=[CH:9][C:7]2[NH:8][C:2](=[O:1])[CH2:3][N:4]([C:32]([N:28]3[CH2:29][CH2:30][CH2:31][CH2:37][CH2:36]3)=[O:33])[CH2:5][C:6]=2[CH:12]=1)=[O:15]. (2) Given the reactants Br[C:2]1[N:6]2[N:7]=[C:8]([Cl:18])[CH:9]=[C:10]([C:11]3[CH:12]=[N:13][CH:14]=[CH:15][C:16]=3[CH3:17])[C:5]2=[N:4][CH:3]=1.[C:19]1(B(O)O)[CH:24]=[CH:23][CH:22]=[CH:21][CH:20]=1.[O-]P([O-])([O-])=O.[K+].[K+].[K+], predict the reaction product. The product is: [Cl:18][C:8]1[CH:9]=[C:10]([C:11]2[CH:12]=[N:13][CH:14]=[CH:15][C:16]=2[CH3:17])[C:5]2[N:6]([C:2]([C:19]3[CH:24]=[CH:23][CH:22]=[CH:21][CH:20]=3)=[CH:3][N:4]=2)[N:7]=1. (3) Given the reactants Br[C:2]1[S:6][C:5]([S:7]([NH2:10])(=[O:9])=[O:8])=[CH:4][CH:3]=1.C1(P(C2C=CC=CC=2)C2C=CC=CC=2)C=CC=CC=1.[CH3:30][Sn:31]([CH3:37])([CH3:36])[Sn:31]([CH3:37])([CH3:36])[CH3:30], predict the reaction product. The product is: [CH3:30][Sn:31]([CH3:37])([CH3:36])[C:2]1[S:6][C:5]([S:7]([NH2:10])(=[O:9])=[O:8])=[CH:4][CH:3]=1. (4) Given the reactants [C:1]([O:5][C:6](=[O:9])[CH2:7][NH2:8])([CH3:4])([CH3:3])[CH3:2].[CH2:10]([C:12]1([CH2:16][CH:17]=O)[CH2:15][O:14][CH2:13]1)[CH3:11], predict the reaction product. The product is: [C:1]([O:5][C:6](=[O:9])[CH2:7]/[N:8]=[CH:11]/[CH2:10][C:12]1([CH2:16][CH3:17])[CH2:15][O:14][CH2:13]1)([CH3:4])([CH3:3])[CH3:2]. (5) Given the reactants [N:1]1[C:10]2[C:5](=[CH:6][CH:7]=[CH:8][CH:9]=2)[C:4]([O:11][CH2:12][CH2:13][CH2:14][CH2:15][CH2:16][O:17][C:18]2[C:19](=[O:26])[CH:20]=[C:21]([CH2:24][OH:25])[O:22][CH:23]=2)=[N:3][CH:2]=1.C(N(CC)CC)C.[CH3:34][S:35](Cl)(=[O:37])=[O:36], predict the reaction product. The product is: [CH3:34][S:35]([O:25][CH2:24][C:21]1[O:22][CH:23]=[C:18]([O:17][CH2:16][CH2:15][CH2:14][CH2:13][CH2:12][O:11][C:4]2[C:5]3[C:10](=[CH:9][CH:8]=[CH:7][CH:6]=3)[N:1]=[CH:2][N:3]=2)[C:19](=[O:26])[CH:20]=1)(=[O:37])=[O:36]. (6) Given the reactants [Si]([O:8][CH:9]1[CH2:14][CH2:13][C:12]([CH3:20])([C:15]([O:17][CH2:18][CH3:19])=[O:16])[CH2:11][CH2:10]1)(C(C)(C)C)(C)C.[F-].C([N+](CCCC)(CCCC)CCCC)CCC, predict the reaction product. The product is: [OH:8][CH:9]1[CH2:10][CH2:11][C:12]([CH3:20])([C:15]([O:17][CH2:18][CH3:19])=[O:16])[CH2:13][CH2:14]1. (7) Given the reactants [I:1][C:2]1[C:10]2[C:5](=[N:6][CH:7]=[N:8][C:9]=2[NH2:11])[NH:4][N:3]=1.CS(O[CH:17]1[CH2:20][N:19]([C:21]([O:23][C:24]([CH3:27])([CH3:26])[CH3:25])=[O:22])[CH2:18]1)(=O)=O.C(=O)([O-])[O-].[Cs+].[Cs+], predict the reaction product. The product is: [NH2:11][C:9]1[N:8]=[CH:7][N:6]=[C:5]2[N:4]([CH:17]3[CH2:18][N:19]([C:21]([O:23][C:24]([CH3:27])([CH3:26])[CH3:25])=[O:22])[CH2:20]3)[N:3]=[C:2]([I:1])[C:10]=12. (8) Given the reactants [CH2:1]([C@H:8]1[N:13]([C:14]([C:16]2[N:17]=[CH:18][N:19]([C@@H:27]3[CH2:33][CH2:32][CH2:31][CH2:30][CH2:29][C@H:28]3[OH:34])[C:20]=2[C:21]2[CH:26]=[CH:25][CH:24]=[CH:23][CH:22]=2)=[O:15])[CH2:12][CH2:11][N:10](C(OC(C)(C)C)=O)[CH2:9]1)[C:2]1[CH:7]=[CH:6][CH:5]=[CH:4][CH:3]=1.C(O)(C(F)(F)F)=O, predict the reaction product. The product is: [CH2:1]([C@@H:8]1[CH2:9][NH:10][CH2:11][CH2:12][N:13]1[C:14]([C:16]1[N:17]=[CH:18][N:19]([C@@H:27]2[CH2:33][CH2:32][CH2:31][CH2:30][CH2:29][C@H:28]2[OH:34])[C:20]=1[C:21]1[CH:26]=[CH:25][CH:24]=[CH:23][CH:22]=1)=[O:15])[C:2]1[CH:7]=[CH:6][CH:5]=[CH:4][CH:3]=1.